This data is from Full USPTO retrosynthesis dataset with 1.9M reactions from patents (1976-2016). The task is: Predict the reactants needed to synthesize the given product. (1) Given the product [F:43][C:37]1[CH:38]=[C:39]([F:42])[CH:40]=[CH:41][C:36]=1[O:35][C:32]1[CH:33]=[C:34]2[C:29](=[CH:30][C:31]=1[C:44]([NH:2][C@H:3]1[CH2:7][CH2:6][N:5]([CH2:8][CH2:9][OH:10])[C:4]1=[O:11])=[O:45])[N:28]([CH2:47][CH:48]([CH3:50])[CH3:49])[N:27]=[CH:26]2, predict the reactants needed to synthesize it. The reactants are: Cl.[NH2:2][C@H:3]1[CH2:7][CH2:6][N:5]([CH2:8][CH2:9][OH:10])[C:4]1=[O:11].C(N(CC)CC)C.O=C1CCC(=O)N1[C:26]1[C:34]2[C:29](=[CH:30][C:31]([C:44]([O-])=[O:45])=[C:32]([O:35][C:36]3[CH:41]=[CH:40][C:39]([F:42])=[CH:38][C:37]=3[F:43])[CH:33]=2)[N:28]([CH2:47][CH:48]([CH3:50])[CH3:49])[N:27]=1. (2) Given the product [CH3:13][C:14]1[C:19]([CH3:20])=[CH:18][CH:17]=[CH:16][C:15]=1[C:2]1[C:3]2[CH2:12][CH2:11][CH2:10][NH:9][C:4]=2[N:5]=[C:6]([NH2:8])[N:7]=1, predict the reactants needed to synthesize it. The reactants are: Cl[C:2]1[C:3]2[CH2:12][CH2:11][CH2:10][NH:9][C:4]=2[N:5]=[C:6]([NH2:8])[N:7]=1.[CH3:13][C:14]1[C:19]([CH3:20])=[CH:18][CH:17]=[CH:16][C:15]=1B(O)O.C([O-])([O-])=O.[Na+].[Na+]. (3) The reactants are: Cl[C:2]1[C:3]([NH2:9])=[N:4][CH:5]=[N:6][C:7]=1Cl.[NH2:10][C@@H:11]1[CH2:15][CH2:14][N:13](C(OC(C)(C)C)=O)[CH2:12]1.[O:23]([C:30]1[CH:35]=[CH:34][C:33](B(O)O)=[CH:32][CH:31]=1)[C:24]1[CH:29]=[CH:28][CH:27]=[CH:26][CH:25]=1.[F:39][C:40]1[C:45]([F:46])=[C:44]([F:47])[C:43]([F:48])=[C:42]([F:49])[C:41]=1[S:50](Cl)(=[O:52])=[O:51]. Given the product [F:49][C:42]1[C:43]([F:48])=[C:44]([F:47])[C:45]([F:46])=[C:40]([F:39])[C:41]=1[S:50]([N:13]1[CH2:14][CH2:15][C@@H:11]([NH:10][C:7]2[C:2]([C:27]3[CH:28]=[CH:29][C:24]([O:23][C:30]4[CH:35]=[CH:34][CH:33]=[CH:32][CH:31]=4)=[CH:25][CH:26]=3)=[C:3]([NH2:9])[N:4]=[CH:5][N:6]=2)[CH2:12]1)(=[O:52])=[O:51], predict the reactants needed to synthesize it. (4) Given the product [CH3:1][CH:2]([CH2:15][CH2:16][CH2:17][CH:18]([CH3:25])[CH2:19][CH2:20][CH2:21][CH:22]([CH3:24])[CH3:23])[CH2:3][CH2:4][CH2:5][CH2:6][CH:7]([C:9]1[CH:14]=[CH:13][C:12]([S:27]([O-:29])(=[O:28])=[O:26])=[CH:11][CH:10]=1)[CH3:8].[Na+:36], predict the reactants needed to synthesize it. The reactants are: [CH3:1][CH:2]([CH2:15][CH2:16][CH2:17][CH:18]([CH3:25])[CH2:19][CH2:20][CH2:21][CH:22]([CH3:24])[CH3:23])[CH2:3][CH2:4][CH2:5][CH2:6][CH:7]([C:9]1[CH:14]=[CH:13][CH:12]=[CH:11][CH:10]=1)[CH3:8].[OH:26][S:27](O)(=[O:29])=[O:28].O=S(=O)=O.[OH-].[Na+:36].